Dataset: Catalyst prediction with 721,799 reactions and 888 catalyst types from USPTO. Task: Predict which catalyst facilitates the given reaction. The catalyst class is: 18. Reactant: [N:1]1[CH:6]=[C:5]([OH:7])[CH:4]=[N:3][CH:2]=1.F[C:9]1[CH:16]=[CH:15][C:12]([CH:13]=[O:14])=[CH:11][CH:10]=1.CS([O-])=O.[Na+].C(=O)([O-])[O-].[K+].[K+]. Product: [N:1]1[CH:6]=[C:5]([O:7][C:9]2[CH:16]=[CH:15][C:12]([CH:13]=[O:14])=[CH:11][CH:10]=2)[CH:4]=[N:3][CH:2]=1.